This data is from Catalyst prediction with 721,799 reactions and 888 catalyst types from USPTO. The task is: Predict which catalyst facilitates the given reaction. (1) Reactant: Cl.Cl.[NH2:3][CH2:4][C:5]1[CH:25]=[C:24]([F:26])[CH:23]=[CH:22][C:6]=1[O:7][C:8]1[CH:9]=[C:10]2[C:14](=[CH:15][CH:16]=1)[N:13]([CH2:17][C:18]([O:20][CH3:21])=[O:19])[N:12]=[CH:11]2.ClC(Cl)(Cl)C[O:30][C:31](=O)[NH:32][C:33]1[N:37]([C:38]2[CH:43]=[CH:42][C:41]([CH3:44])=[CH:40][CH:39]=2)[N:36]=[C:35]([C:45]([CH3:48])([CH3:47])[CH3:46])[CH:34]=1.C(N(C(C)C)CC)(C)C. Product: [C:45]([C:35]1[CH:34]=[C:33]([NH:32][C:31](=[O:30])[NH:3][CH2:4][C:5]2[CH:25]=[C:24]([F:26])[CH:23]=[CH:22][C:6]=2[O:7][C:8]2[CH:9]=[C:10]3[C:14](=[CH:15][CH:16]=2)[N:13]([CH2:17][C:18]([O:20][CH3:21])=[O:19])[N:12]=[CH:11]3)[N:37]([C:38]2[CH:43]=[CH:42][C:41]([CH3:44])=[CH:40][CH:39]=2)[N:36]=1)([CH3:48])([CH3:47])[CH3:46]. The catalyst class is: 44. (2) Reactant: [OH2:1].[F:2][C:3]1[CH:8]=[CH:7][C:6]([S:9][CH:10]2[CH2:15][CH2:14][N:13]([C:16]([O:18][C:19]([CH3:22])([CH3:21])[CH3:20])=[O:17])[CH2:12][CH2:11]2)=[CH:5][CH:4]=1.[OH:23]OS([O-])=O.[K+]. Product: [F:2][C:3]1[CH:4]=[CH:5][C:6]([S:9]([CH:10]2[CH2:11][CH2:12][N:13]([C:16]([O:18][C:19]([CH3:22])([CH3:21])[CH3:20])=[O:17])[CH2:14][CH2:15]2)(=[O:23])=[O:1])=[CH:7][CH:8]=1. The catalyst class is: 22.